This data is from Forward reaction prediction with 1.9M reactions from USPTO patents (1976-2016). The task is: Predict the product of the given reaction. (1) The product is: [Br:29][C:30]1[CH:37]=[CH:36][C:33]([CH2:34][O:17][C:12]2[CH:13]=[CH:14][CH:15]=[CH:16][C:11]=2[CH2:10][CH2:9][N:8]([CH2:18][C:19]2[CH:20]=[CH:21][C:22]([C:23]([O:25][CH3:26])=[O:24])=[CH:27][CH:28]=2)[C:6]([O:5][C:1]([CH3:3])([CH3:2])[CH3:4])=[O:7])=[CH:32][CH:31]=1. Given the reactants [C:1]([O:5][C:6]([N:8]([CH2:18][C:19]1[CH:28]=[CH:27][C:22]([C:23]([O:25][CH3:26])=[O:24])=[CH:21][CH:20]=1)[CH2:9][CH2:10][C:11]1[CH:16]=[CH:15][CH:14]=[CH:13][C:12]=1[OH:17])=[O:7])([CH3:4])([CH3:3])[CH3:2].[Br:29][C:30]1[CH:37]=[CH:36][C:33]([CH2:34]Br)=[CH:32][CH:31]=1.C(=O)([O-])[O-].[K+].[K+], predict the reaction product. (2) Given the reactants [Br:1][C:2]1[CH:9]=[CH:8][C:7]([C:10]([F:13])([F:12])[F:11])=[CH:6][C:3]=1C=O.[CH:14]([O:21][CH2:22][CH3:23])([O:18][CH2:19][CH3:20])OCC.[Br-].[Br-].[Br-].C([N+](CCCC)(CCCC)CCCC)CCC.C([N+](CCCC)(CCCC)CCCC)CCC.C([N+](CCCC)(CCCC)CCCC)CCC, predict the reaction product. The product is: [Br:1][C:2]1[CH:3]=[CH:6][C:7]([C:10]([F:11])([F:12])[F:13])=[CH:8][C:9]=1[CH:14]([O:18][CH2:19][CH3:20])[O:21][CH2:22][CH3:23].